This data is from Catalyst prediction with 721,799 reactions and 888 catalyst types from USPTO. The task is: Predict which catalyst facilitates the given reaction. (1) Reactant: [O:1]1[C:5]([C:6]2[CH:11]=[CH:10][C:9]([NH:12][C:13]([NH2:15])=[NH:14])=[CH:8][CH:7]=2)=[CH:4][N:3]=[CH:2]1.[C:16]([N:19]1[CH2:24][CH2:23][C:22](=O)[CH:21]([C:26](OC)=[O:27])[CH2:20]1)(=[O:18])[CH3:17].[O-]CC.[Na+].O. Product: [OH:27][C:26]1[C:21]2[CH2:20][N:19]([C:16](=[O:18])[CH3:17])[CH2:24][CH2:23][C:22]=2[N:14]=[C:13]([NH:12][C:9]2[CH:8]=[CH:7][C:6]([C:5]3[O:1][CH:2]=[N:3][CH:4]=3)=[CH:11][CH:10]=2)[N:15]=1. The catalyst class is: 8. (2) Reactant: [OH:1][C@H:2]([C@@H](O)C(O)=O)[C:3](O)=O.[NH2:11][C@H:12]([CH2:23][O:24][CH3:25])[C:13]([NH:15][CH2:16][C:17]1[CH:22]=[CH:21][CH:20]=[CH:19][CH:18]=1)=[O:14].[NH4+].[OH-]. Product: [C:2]([NH:11][C@H:12]([CH2:23][O:24][CH3:25])[C:13]([NH:15][CH2:16][C:17]1[CH:22]=[CH:21][CH:20]=[CH:19][CH:18]=1)=[O:14])(=[O:1])[CH3:3]. The catalyst class is: 6. (3) Reactant: [Br:1][C:2]1[C:11]([O:12][Si:13]([C:16]([CH3:19])([CH3:18])[CH3:17])([CH3:15])[CH3:14])=[C:10]2[C:5]([CH:6]=[CH:7][C:8]([CH:20]=O)=[N:9]2)=[CH:4][CH:3]=1.[NH:22]([C:24]1[CH:29]=[CH:28][CH:27]=[CH:26][N:25]=1)[NH2:23]. Product: [Br:1][C:2]1[C:11]([O:12][Si:13]([C:16]([CH3:19])([CH3:18])[CH3:17])([CH3:15])[CH3:14])=[C:10]2[C:5]([CH:6]=[CH:7][C:8]([CH:20]=[N:23][NH:22][C:24]3[CH:29]=[CH:28][CH:27]=[CH:26][N:25]=3)=[N:9]2)=[CH:4][CH:3]=1. The catalyst class is: 14. (4) Reactant: Cl[C:2]1[N:7]=[C:6]([O:8][C:9]2[C:14]([CH3:15])=[CH:13][C:12]([NH2:16])=[C:11]([CH3:17])[CH:10]=2)[CH:5]=[CH:4][N:3]=1.[CH3:18][NH:19][C:20]1[CH:25]=[CH:24][CH:23]=[CH:22][CH:21]=1.C(OCC)(=O)C. Product: [NH2:16][C:12]1[C:11]([CH3:17])=[CH:10][C:9]([O:8][C:6]2[CH:5]=[CH:4][N:3]=[C:2]([N:19]([CH3:18])[C:20]3[CH:25]=[CH:24][CH:23]=[CH:22][CH:21]=3)[N:7]=2)=[C:14]([CH3:15])[CH:13]=1. The catalyst class is: 33. (5) Reactant: [N:1]1([CH2:6][C:7]2[CH:12]=[CH:11][C:10]([CH2:13][CH2:14][NH2:15])=[CH:9][CH:8]=2)[CH2:5][CH2:4][CH2:3][CH2:2]1.Br[CH2:17][C:18]1[CH:19]=[C:20]([C:29]2[CH:34]=[CH:33][C:32]([Cl:35])=[CH:31][CH:30]=2)[CH:21]=[CH:22][C:23]=1[C:24](OCC)=[O:25].C(=O)([O-])[O-].[K+].[K+]. Product: [Cl:35][C:32]1[CH:31]=[CH:30][C:29]([C:20]2[CH:19]=[C:18]3[C:23](=[CH:22][CH:21]=2)[C:24](=[O:25])[N:15]([CH2:14][CH2:13][C:10]2[CH:11]=[CH:12][C:7]([CH2:6][N:1]4[CH2:5][CH2:4][CH2:3][CH2:2]4)=[CH:8][CH:9]=2)[CH2:17]3)=[CH:34][CH:33]=1. The catalyst class is: 10. (6) Reactant: [C:1]([O:5][C:6](=[O:25])[NH:7][C@H:8]([CH:22]([CH3:24])[CH3:23])[C:9]([N:11]([CH2:15][C:16]1[CH:21]=[CH:20][CH:19]=[CH:18][CH:17]=1)[CH2:12][CH2:13]Cl)=[O:10])([CH3:4])([CH3:3])[CH3:2].[H-].[Na+]. Product: [CH2:15]([N:11]1[CH2:12][CH2:13][N:7]([C:6]([O:5][C:1]([CH3:4])([CH3:3])[CH3:2])=[O:25])[C@H:8]([CH:22]([CH3:24])[CH3:23])[C:9]1=[O:10])[C:16]1[CH:21]=[CH:20][CH:19]=[CH:18][CH:17]=1. The catalyst class is: 3. (7) Reactant: [F:1][C:2]1[CH:7]=[C:6]([F:8])[C:5]([F:9])=[CH:4][C:3]=1[C:10]1[CH2:15][CH2:14][N:13]([C:16]([O:18][C:19]([CH3:22])([CH3:21])[CH3:20])=[O:17])[CH2:12][C:11]=1[C:23]([O:25]CC)=[O:24].[Mg].[Cl-].[NH4+]. Product: [C:19]([O:18][C:16]([N:13]1[CH2:14][CH2:15][C@H:10]([C:3]2[CH:4]=[C:5]([F:9])[C:6]([F:8])=[CH:7][C:2]=2[F:1])[C@@H:11]([C:23]([OH:25])=[O:24])[CH2:12]1)=[O:17])([CH3:22])([CH3:20])[CH3:21]. The catalyst class is: 5. (8) Product: [Br:5][C:6]1[C:15]([F:16])=[CH:14][C:9]([C:10]([O:12][CH3:13])=[O:11])=[C:8]([OH:17])[CH:7]=1. Reactant: B(Br)(Br)Br.[Br:5][C:6]1[C:15]([F:16])=[CH:14][C:9]([C:10]([O:12][CH3:13])=[O:11])=[C:8]([O:17]C)[CH:7]=1. The catalyst class is: 2.